This data is from Forward reaction prediction with 1.9M reactions from USPTO patents (1976-2016). The task is: Predict the product of the given reaction. (1) Given the reactants [O:1]1[C:5]([C:6]2[CH:7]=[C:8]([CH:10]=[C:11]([C:13]([F:16])([F:15])[F:14])[CH:12]=2)[NH2:9])=[CH:4][N:3]=[CH:2]1.[CH:17]1([C:20](Cl)=[O:21])[CH2:19][CH2:18]1.C(N(CC)CC)C.O, predict the reaction product. The product is: [O:1]1[C:5]([C:6]2[CH:7]=[C:8]([NH:9][C:20]([CH:17]3[CH2:19][CH2:18]3)=[O:21])[CH:10]=[C:11]([C:13]([F:14])([F:15])[F:16])[CH:12]=2)=[CH:4][N:3]=[CH:2]1. (2) Given the reactants FC1C=C2C(C(I)=CN2S(C2C=CC=CC=2)(=O)=O)=CC=1.[F:21][C:22]1[CH:30]=[C:29]2[C:25]([C:26]([C:40]3[CH:41]=[CH:42][C:43]4[N:47]=[CH:46][N:45]([CH2:48][C:49]([NH2:51])=[O:50])[C:44]=4[CH:52]=3)=[CH:27][N:28]2S(C2C=CC=CC=2)(=O)=O)=[CH:24][CH:23]=1, predict the reaction product. The product is: [F:21][C:22]1[CH:30]=[C:29]2[C:25]([C:26]([C:40]3[CH:41]=[CH:42][C:43]4[N:47]=[CH:46][N:45]([CH2:48][C:49]([NH2:51])=[O:50])[C:44]=4[CH:52]=3)=[CH:27][NH:28]2)=[CH:24][CH:23]=1. (3) Given the reactants Br[C:2]1[CH:7]=[CH:6][C:5]([Br:8])=[CH:4][N:3]=1.[OH:9][C@H:10]1[CH2:14][CH2:13][NH:12][CH2:11]1, predict the reaction product. The product is: [Br:8][C:5]1[CH:6]=[CH:7][C:2]([N:12]2[CH2:13][CH2:14][C@H:10]([OH:9])[CH2:11]2)=[N:3][CH:4]=1. (4) Given the reactants [CH2:1]([O:3][CH:4]([CH2:10][C:11]1[CH:16]=[CH:15][C:14]([O:17][CH2:18][CH2:19][N:20]2[C:24]3[CH:25]=[CH:26][CH:27]=[CH:28][C:23]=3[N:22]=[C:21]2[C:29]([F:35])([F:34])[C:30]([F:33])([F:32])[F:31])=[CH:13][CH:12]=1)[C:5]([O:7]CC)=[O:6])[CH3:2].[OH-].[Na+], predict the reaction product. The product is: [CH2:1]([O:3][CH:4]([CH2:10][C:11]1[CH:12]=[CH:13][C:14]([O:17][CH2:18][CH2:19][N:20]2[C:24]3[CH:25]=[CH:26][CH:27]=[CH:28][C:23]=3[N:22]=[C:21]2[C:29]([F:34])([F:35])[C:30]([F:33])([F:31])[F:32])=[CH:15][CH:16]=1)[C:5]([OH:7])=[O:6])[CH3:2].